From a dataset of Full USPTO retrosynthesis dataset with 1.9M reactions from patents (1976-2016). Predict the reactants needed to synthesize the given product. (1) Given the product [CH:5]1[C:18]2[S:17](=[O:3])[C:16]3[C:11](=[CH:12][CH:13]=[CH:14][CH:15]=3)[O:10][C:9]=2[CH:8]=[CH:7][CH:6]=1, predict the reactants needed to synthesize it. The reactants are: C(O)(=[O:3])C.[CH:5]1[C:18]2[S:17][C:16]3[C:11](=[CH:12][CH:13]=[CH:14][CH:15]=3)[O:10][C:9]=2[CH:8]=[CH:7][CH:6]=1.OO. (2) Given the product [OH:6][CH:5]([CH2:4][OH:3])[CH2:7][O:8][C:9]1[CH:14]=[CH:13][C:12]([C:15]2[C:16]3[CH:23]=[C:22]([CH2:24][O:25][C:26]4[CH:31]=[CH:30][C:29]([C@@H:32]([C:39]#[C:40][CH3:41])[CH2:33][C:34]([O:36][CH2:37][CH3:38])=[O:35])=[CH:28][CH:27]=4)[CH:21]=[CH:20][C:17]=3[S:18][CH:19]=2)=[C:11]([CH3:42])[CH:10]=1, predict the reactants needed to synthesize it. The reactants are: CC1(C)[O:6][CH:5]([CH2:7][O:8][C:9]2[CH:14]=[CH:13][C:12]([C:15]3[C:16]4[CH:23]=[C:22]([CH2:24][O:25][C:26]5[CH:31]=[CH:30][C:29]([C@@H:32]([C:39]#[C:40][CH3:41])[CH2:33][C:34]([O:36][CH2:37][CH3:38])=[O:35])=[CH:28][CH:27]=5)[CH:21]=[CH:20][C:17]=4[S:18][CH:19]=3)=[C:11]([CH3:42])[CH:10]=2)[CH2:4][O:3]1.Cl.O. (3) Given the product [CH3:1][O:2][C:3](=[O:29])/[CH:4]=[CH:5]/[C:6]1[CH:7]=[C:8]2[C:25](=[CH:26][CH:27]=1)[O:24][C:11]1([CH2:16][CH2:15][CH2:14][N:13]([CH3:17])[CH2:12]1)[CH2:10][C:9]2=[O:28], predict the reactants needed to synthesize it. The reactants are: [CH3:1][O:2][C:3](=[O:29])/[CH:4]=[CH:5]/[C:6]1[CH:7]=[C:8]2[C:25](=[CH:26][CH:27]=1)[O:24][C:11]1([CH2:16][CH2:15][CH2:14][N:13]([C:17](OC(C)(C)C)=O)[CH2:12]1)[CH2:10][C:9]2=[O:28].C=O.[BH-](OC(C)=O)(OC(C)=O)OC(C)=O.[Na+]. (4) Given the product [F:28][CH2:27][CH2:26][O:25][CH2:24][CH2:23][O:22][CH2:21][CH2:20][O:18][C:15]1[CH:16]=[CH:17][C:12]([C:7]2[CH:8]=[C:9]3[C:4](=[CH:5][CH:6]=2)[CH:3]=[C:2]([NH2:1])[CH:11]=[CH:10]3)=[CH:13][CH:14]=1, predict the reactants needed to synthesize it. The reactants are: [NH2:1][C:2]1[CH:3]=[C:4]2[C:9](=[CH:10][CH:11]=1)[CH:8]=[C:7]([C:12]1[CH:17]=[CH:16][C:15]([OH:18])=[CH:14][CH:13]=1)[CH:6]=[CH:5]2.Cl[CH2:20][CH2:21][O:22][CH2:23][CH2:24][O:25][CH2:26][CH2:27][F:28].C(=O)([O-])[O-].[K+].[K+].CN(C=O)C. (5) Given the product [Br:17][CH2:2][C:3]1[N:7]([CH3:8])[C:6]2[CH:9]=[CH:10][C:11]([C:13](=[O:15])[CH3:14])=[CH:12][C:5]=2[N:4]=1, predict the reactants needed to synthesize it. The reactants are: O[CH2:2][C:3]1[N:7]([CH3:8])[C:6]2[CH:9]=[CH:10][C:11]([C:13](=[O:15])[CH3:14])=[CH:12][C:5]=2[N:4]=1.C(Br)(Br)(Br)[Br:17].C1C=CC(P(C2C=CC=CC=2)C2C=CC=CC=2)=CC=1.